This data is from Forward reaction prediction with 1.9M reactions from USPTO patents (1976-2016). The task is: Predict the product of the given reaction. (1) Given the reactants [ClH:1].C(OCC)C.C([NH:14][CH2:15][C:16](=[O:36])[CH2:17][CH2:18][C:19]([O:21][CH2:22][CH2:23][CH2:24][CH2:25][CH2:26][CH2:27][CH2:28][CH2:29][CH2:30][CH2:31][CH2:32][C:33]([OH:35])=[O:34])=[O:20])(OC(C)(C)C)=O, predict the reaction product. The product is: [ClH:1].[NH2:14][CH2:15][C:16](=[O:36])[CH2:17][CH2:18][C:19]([O:21][CH2:22][CH2:23][CH2:24][CH2:25][CH2:26][CH2:27][CH2:28][CH2:29][CH2:30][CH2:31][CH2:32][C:33]([OH:35])=[O:34])=[O:20]. (2) Given the reactants COCCN1C(=O)C=CC([C:12]2[S:16][C:15]([C:17](OCC)=[O:18])=[N:14][C:13]=2[C:22]2[CH:27]=[CH:26][CH:25]=[CH:24][CH:23]=2)=N1.C1([NH2:31])CC1, predict the reaction product. The product is: [C:22]1([C:13]2[N:14]=[C:15]([C:17]([NH2:31])=[O:18])[S:16][CH:12]=2)[CH:27]=[CH:26][CH:25]=[CH:24][CH:23]=1. (3) Given the reactants [CH2:1]([C:4]1[CH:9]=[CH:8][CH:7]=[C:6]([Br:10])[CH:5]=1)C=C.C[N+]1([O-])[CH2:17][CH2:16][O:15]CC1.CC#N.[OH2:22], predict the reaction product. The product is: [Br:10][C:6]1[CH:5]=[C:4]([CH2:1][CH:16]([OH:15])[CH2:17][OH:22])[CH:9]=[CH:8][CH:7]=1. (4) The product is: [Cl:1][C:2]1[C:3]([OH:10])=[C:4]([CH3:9])[C:5]([OH:8])=[C:6]([C:20](=[O:21])[CH2:19][C:16]2[CH:17]=[CH:18][C:13]([O:12][CH3:11])=[CH:14][CH:15]=2)[CH:7]=1. Given the reactants [Cl:1][C:2]1[CH:7]=[CH:6][C:5]([OH:8])=[C:4]([CH3:9])[C:3]=1[OH:10].[CH3:11][O:12][C:13]1[CH:18]=[CH:17][C:16]([CH2:19][C:20](O)=[O:21])=[CH:15][CH:14]=1.B(F)(F)F.CCOCC, predict the reaction product.